Dataset: Catalyst prediction with 721,799 reactions and 888 catalyst types from USPTO. Task: Predict which catalyst facilitates the given reaction. (1) Reactant: [CH3:1][N:2]1[C:11]2[C:6](=[CH:7][CH:8]=[CH:9][N:10]=2)[CH:5]=[C:4]([C:12](O)=[O:13])[C:3]1=[O:15].C(Cl)(=O)C([Cl:19])=O.CN(C)C=O. Product: [CH3:1][N:2]1[C:11]2[C:6](=[CH:7][CH:8]=[CH:9][N:10]=2)[CH:5]=[C:4]([C:12]([Cl:19])=[O:13])[C:3]1=[O:15]. The catalyst class is: 4. (2) Reactant: Cl[C:2]1[C:3]2[N:10]([CH3:11])[C:9]([Cl:12])=[CH:8][C:4]=2[N:5]=[CH:6][N:7]=1.[Cl:13][C:14]1[CH:15]=[C:16]([CH:18]=[CH:19][C:20]=1[O:21][CH2:22][C:23]1[CH:28]=[CH:27][CH:26]=[CH:25][N:24]=1)[NH2:17]. Product: [Cl:12][C:9]1[N:10]([CH3:11])[C:3]2[C:2]([NH:17][C:16]3[CH:18]=[CH:19][C:20]([O:21][CH2:22][C:23]4[CH:28]=[CH:27][CH:26]=[CH:25][N:24]=4)=[C:14]([Cl:13])[CH:15]=3)=[N:7][CH:6]=[N:5][C:4]=2[CH:8]=1. The catalyst class is: 32. (3) Reactant: [CH2:1]([O:3][C:4]1([O:15][CH2:16]C)[CH2:9][CH2:8][CH:7]([C:10](OCC)=[O:11])[CH2:6][CH2:5]1)C.[H-].[Al+3].[Li+].[H-].[H-].[H-].O. Product: [CH3:16][O:15][C:4]1([O:3][CH3:1])[CH2:9][CH2:8][CH:7]([CH2:10][OH:11])[CH2:6][CH2:5]1. The catalyst class is: 7.